Dataset: hERG potassium channel inhibition data for cardiac toxicity prediction from Karim et al.. Task: Regression/Classification. Given a drug SMILES string, predict its toxicity properties. Task type varies by dataset: regression for continuous values (e.g., LD50, hERG inhibition percentage) or binary classification for toxic/non-toxic outcomes (e.g., AMES mutagenicity, cardiotoxicity, hepatotoxicity). Dataset: herg_karim. (1) The drug is O=C(O)CCc1cc2cc(-c3cc(OC(F)(F)F)ccc3F)ccc2o1. The result is 0 (non-blocker). (2) The drug is O=C(c1ccc(C[C@@H]2CC[C@H]([C@H](O)c3ccccc3)N2)cc1)N1CCN(Cc2nnn(CC(F)F)n2)CC1. The result is 0 (non-blocker). (3) The drug is CCC(NCCCC[C@@H](C[C@@H](OC)c1ccc(F)cc1)C(=O)NO)c1ccc(F)cc1. The result is 0 (non-blocker). (4) The compound is CCCCC1(c2ccc3[nH]ccc3c2)CCNC1. The result is 1 (blocker). (5) The drug is Cc1ccc2c(-c3nnc(SCCCN4CCc5nc6ccc(C(F)(F)F)cn6c5CC4)n3C)cccc2n1. The result is 1 (blocker). (6) The compound is COc1ccc(-c2nnc(C(=O)N3CC(Oc4ccc(CN5CCC(C)(O)C5)cc4)C3)o2)cc1. The result is 0 (non-blocker). (7) The drug is O=C(c1ccncc1)N1CCN(c2ccc(OCCCN3CCCCC3)cc2)C(=O)C1.O=CO. The result is 0 (non-blocker). (8) The result is 0 (non-blocker). The molecule is Cc1c(-c2ccccc2)oc2c(C(=O)OCCN3CCCCC3)cccc2c1=O.